From a dataset of Peptide-MHC class II binding affinity with 134,281 pairs from IEDB. Regression. Given a peptide amino acid sequence and an MHC pseudo amino acid sequence, predict their binding affinity value. This is MHC class II binding data. The peptide sequence is SNKAFAEGLSGEPKG. The MHC is DRB1_1001 with pseudo-sequence DRB1_1001. The binding affinity (normalized) is 0.391.